This data is from Reaction yield outcomes from USPTO patents with 853,638 reactions. The task is: Predict the reaction yield, written as a fraction of the theoretical maximum amount of product (1.0 means a 100% yield; for example, 0.34 means a 34% yield). (1) The reactants are [C:1]([O:7][CH2:8][N:9]1[C:13]2[N:14]=[N:15][CH:16]=[C:17]([C:18]3[CH:19]=[N:20][NH:21][CH:22]=3)[C:12]=2[CH:11]=[CH:10]1)(=[O:6])[C:2]([CH3:5])([CH3:4])[CH3:3].[C:23]([CH:25]=[C:26]1[CH2:29][N:28]([C:30]([O:32][C:33]([CH3:36])([CH3:35])[CH3:34])=[O:31])[CH2:27]1)#[N:24].C1CCN2C(=NCCC2)CC1. The catalyst is C(#N)C. The product is [C:23]([CH2:25][C:26]1([N:20]2[CH:19]=[C:18]([C:17]3[C:12]4[CH:11]=[CH:10][N:9]([CH2:8][O:7][C:1](=[O:6])[C:2]([CH3:5])([CH3:4])[CH3:3])[C:13]=4[N:14]=[N:15][CH:16]=3)[CH:22]=[N:21]2)[CH2:29][N:28]([C:30]([O:32][C:33]([CH3:36])([CH3:35])[CH3:34])=[O:31])[CH2:27]1)#[N:24]. The yield is 0.770. (2) The reactants are [Cl:1][C:2]1[CH:3]=[C:4]([CH:8]2[C:12]([C:15]3[CH:20]=[CH:19][C:18]([Cl:21])=[CH:17][CH:16]=3)([C:13]#[N:14])[CH:11]([CH2:22][C:23]([CH3:26])([CH3:25])[CH3:24])[NH:10][CH:9]2[C:27](O)=[O:28])[CH:5]=[CH:6][CH:7]=1.[C:30]([O:34][C:35](=[O:41])[C@@H:36]([NH2:40])[CH:37]([CH3:39])[CH3:38])([CH3:33])([CH3:32])[CH3:31].CN(C(ON1N=NC2C=CC=NC1=2)=[N+](C)C)C.F[P-](F)(F)(F)(F)F.CCN(C(C)C)C(C)C. The catalyst is C(Cl)Cl. The product is [C:30]([O:34][C:35](=[O:41])[C@@H:36]([NH:40][C:27]([C@H:9]1[C@H:8]([C:4]2[CH:5]=[CH:6][CH:7]=[C:2]([Cl:1])[CH:3]=2)[C@:12]([C:15]2[CH:16]=[CH:17][C:18]([Cl:21])=[CH:19][CH:20]=2)([C:13]#[N:14])[C@H:11]([CH2:22][C:23]([CH3:24])([CH3:25])[CH3:26])[NH:10]1)=[O:28])[CH:37]([CH3:38])[CH3:39])([CH3:32])([CH3:31])[CH3:33]. The yield is 0.324. (3) The reactants are [NH2:1][C:2]1[N:3]=[C:4]2[CH:9]=[CH:8][C:7]([O:10][C:11]3[CH:12]=[C:13]([NH:17][C:18](=[O:29])[C:19]4[CH:24]=[CH:23][CH:22]=[C:21]([C:25]([F:28])([F:27])[F:26])[CH:20]=4)[CH:14]=[CH:15][CH:16]=3)=[N:6][N:5]2[CH:30]=1.CC1(C)C2C=CC=C(P(C3C=CC=CC=3)C3C=CC=CC=3)C=2OC2C1=CC=CC=2P(C1C=CC=CC=1)C1C=CC=CC=1.CC(C)([O-])C.[Na+].Br[C:80]1[S:81][CH:82]=[CH:83][N:84]=1. The catalyst is C1C=CC(/C=C/C(/C=C/C2C=CC=CC=2)=O)=CC=1.C1C=CC(/C=C/C(/C=C/C2C=CC=CC=2)=O)=CC=1.C1C=CC(/C=C/C(/C=C/C2C=CC=CC=2)=O)=CC=1.[Pd].[Pd].C(OCC)(=O)C.CN(C)C(=O)C. The product is [S:81]1[CH:82]=[CH:83][N:84]=[C:80]1[NH:1][C:2]1[N:3]=[C:4]2[CH:9]=[CH:8][C:7]([O:10][C:11]3[CH:12]=[C:13]([NH:17][C:18](=[O:29])[C:19]4[CH:24]=[CH:23][CH:22]=[C:21]([C:25]([F:28])([F:27])[F:26])[CH:20]=4)[CH:14]=[CH:15][CH:16]=3)=[N:6][N:5]2[CH:30]=1. The yield is 0.0500. (4) The reactants are [Cl:1][C:2]1[CH:28]=[CH:27][C:5]([CH2:6][C:7]2[C:16]([OH:17])=[C:15]([C:18]([OH:20])=[O:19])[C:14]3[C:9](=[C:10](C4C=CC=CC=4)[CH:11]=[CH:12][CH:13]=3)[N:8]=2)=[CH:4][CH:3]=1.[F:29][C:30]([F:44])([F:43])[O:31]C1C=C2C(=CC=1)NC(=O)C2=O.C(OCC(=O)CC1C=CC(Cl)=CC=1)(=O)C. No catalyst specified. The product is [Cl:1][C:2]1[CH:3]=[CH:4][C:5]([CH2:6][C:7]2[C:16]([OH:17])=[C:15]([C:18]([OH:20])=[O:19])[C:14]3[C:9](=[CH:10][CH:11]=[C:12]([O:31][C:30]([F:44])([F:43])[F:29])[CH:13]=3)[N:8]=2)=[CH:27][CH:28]=1. The yield is 0.500. (5) The reactants are Br[C:2]1[CH:3]=[C:4]([C:19]([O:21][CH3:22])=[O:20])[CH:5]=[C:6]2[C:11]=1[O:10][C:9]([N:12]1[CH2:17][CH2:16][O:15][CH2:14][CH2:13]1)=[CH:8][C:7]2=[O:18].C([Sn](CCCC)(CCCC)[C:28]([O:30]CC)=[CH2:29])CCC. The catalyst is O1CCOCC1.[Pd](Cl)Cl.C1(P(C2C=CC=CC=2)C2C=CC=CC=2)C=CC=CC=1.C1(P(C2C=CC=CC=2)C2C=CC=CC=2)C=CC=CC=1. The product is [C:28]([C:2]1[CH:3]=[C:4]([C:19]([O:21][CH3:22])=[O:20])[CH:5]=[C:6]2[C:11]=1[O:10][C:9]([N:12]1[CH2:17][CH2:16][O:15][CH2:14][CH2:13]1)=[CH:8][C:7]2=[O:18])(=[O:30])[CH3:29]. The yield is 0.695. (6) The yield is 0.880. The reactants are [C:1]([O:5][C:6]([CH:8]1[CH2:12][CH:11]([OH:13])[CH2:10][CH:9]1[C:14](=[O:26])[NH:15][C:16]1([C:21]([O:23][CH2:24][CH3:25])=[O:22])[CH2:18][CH:17]1[CH:19]=[CH2:20])=[O:7])([CH3:4])([CH3:3])[CH3:2].O[C:28]1[C:37]2[C:32](=[C:33]([CH3:40])[C:34]([O:38][CH3:39])=[CH:35][CH:36]=2)[N:31]=[C:30]([C:41]2[CH:46]=[CH:45][CH:44]=[C:43]([CH3:47])[N:42]=2)[CH:29]=1.C1(P(C2C=CC=CC=2)C2C=CC=CC=2)C=CC=CC=1.CC(OC(/N=N/C(OC(C)C)=O)=O)C. The catalyst is C1COCC1. The product is [C:1]([O:5][C:6]([CH:8]1[CH2:12][CH:11]([O:13][C:28]2[C:37]3[C:32](=[C:33]([CH3:40])[C:34]([O:38][CH3:39])=[CH:35][CH:36]=3)[N:31]=[C:30]([C:41]3[CH:46]=[CH:45][CH:44]=[C:43]([CH3:47])[N:42]=3)[CH:29]=2)[CH2:10][CH:9]1[C:14](=[O:26])[NH:15][C:16]1([C:21]([O:23][CH2:24][CH3:25])=[O:22])[CH2:18][CH:17]1[CH:19]=[CH2:20])=[O:7])([CH3:4])([CH3:2])[CH3:3]. (7) The reactants are Br[C:2]1[CH:10]=[CH:9][CH:8]=[C:7]2[C:3]=1[C:4]([C:15]([N:17]1[CH2:22][CH2:21][CH:20]([C:23]3[CH:24]=[C:25]([CH:34]=[CH:35][C:36]=3[F:37])[CH2:26][NH:27][C:28](=[O:33])[C:29]([F:32])([F:31])[F:30])[CH2:19][CH2:18]1)=[O:16])=[CH:5][N:6]2[CH2:11][CH2:12][O:13][CH3:14].[OH:38][C:39]1[CH:40]=[C:41](B(O)O)[CH:42]=[CH:43][CH:44]=1.C(=O)([O-])[O-].[Cs+].[Cs+].C(Cl)Cl. The catalyst is O1CCOCC1.O.C1C=CC(P(C2C=CC=CC=2)[C-]2C=CC=C2)=CC=1.C1C=CC(P(C2C=CC=CC=2)[C-]2C=CC=C2)=CC=1.Cl[Pd]Cl.[Fe+2]. The product is [F:31][C:29]([F:32])([F:30])[C:28]([NH:27][CH2:26][C:25]1[CH:34]=[CH:35][C:36]([F:37])=[C:23]([CH:20]2[CH2:19][CH2:18][N:17]([C:15]([C:4]3[C:3]4[C:7](=[CH:8][CH:9]=[CH:10][C:2]=4[C:43]4[CH:42]=[CH:41][CH:40]=[C:39]([OH:38])[CH:44]=4)[N:6]([CH2:11][CH2:12][O:13][CH3:14])[CH:5]=3)=[O:16])[CH2:22][CH2:21]2)[CH:24]=1)=[O:33]. The yield is 0.770. (8) The reactants are [CH3:1][N:2]([CH2:13][C:14]1[N:18]([CH2:19][C@@H:20]2[CH2:25][CH2:24][CH2:23][NH:22][CH2:21]2)[C:17]2[CH:26]=[CH:27][CH:28]=[CH:29][C:16]=2[N:15]=1)[C@H:3]1[C:12]2[N:11]=[CH:10][CH:9]=[CH:8][C:7]=2[CH2:6][CH2:5][CH2:4]1.[CH:30](=O)[CH2:31][CH:32]([CH3:34])[CH3:33].[BH-](OC(C)=O)(OC(C)=O)OC(C)=O.[Na+].C(O)(=O)C. The catalyst is ClCCCl.ClCCl.C([O-])([O-])=O.[Na+].[Na+].[Cl-].[Na+].O. The product is [CH3:1][N:2]([CH2:13][C:14]1[N:18]([CH2:19][C@@H:20]2[CH2:25][CH2:24][CH2:23][N:22]([CH2:30][CH2:31][CH:32]([CH3:34])[CH3:33])[CH2:21]2)[C:17]2[CH:26]=[CH:27][CH:28]=[CH:29][C:16]=2[N:15]=1)[C@H:3]1[C:12]2[N:11]=[CH:10][CH:9]=[CH:8][C:7]=2[CH2:6][CH2:5][CH2:4]1. The yield is 0.740. (9) The reactants are [CH3:1][O:2][C:3]1[CH:10]=[C:9]([O:11][CH2:12][C:13]([CH2:54][O:55][CH2:56][CH2:57][CH2:58][CH2:59][CH2:60][CH2:61][CH2:62][CH2:63][CH2:64][CH2:65][CH2:66][CH2:67][CH2:68][CH2:69][CH2:70][CH2:71][CH2:72][CH3:73])([CH2:34][O:35][CH2:36][CH2:37][CH2:38][CH2:39][CH2:40][CH2:41][CH2:42][CH2:43][CH2:44][CH2:45][CH2:46][CH2:47][CH2:48][CH2:49][CH2:50][CH2:51][CH2:52][CH3:53])[CH2:14][O:15][CH2:16][CH2:17][CH2:18][CH2:19][CH2:20][CH2:21][CH2:22][CH2:23][CH2:24][CH2:25][CH2:26][CH2:27][CH2:28][CH2:29][CH2:30][CH2:31][CH2:32][CH3:33])[CH:8]=[CH:7][C:4]=1[CH:5]=O.Cl.[NH2:75][OH:76].C(N(CC)CC)C. The catalyst is ClCCl. The product is [CH3:1][O:2][C:3]1[CH:10]=[C:9]([O:11][CH2:12][C:13]([CH2:54][O:55][CH2:56][CH2:57][CH2:58][CH2:59][CH2:60][CH2:61][CH2:62][CH2:63][CH2:64][CH2:65][CH2:66][CH2:67][CH2:68][CH2:69][CH2:70][CH2:71][CH2:72][CH3:73])([CH2:34][O:35][CH2:36][CH2:37][CH2:38][CH2:39][CH2:40][CH2:41][CH2:42][CH2:43][CH2:44][CH2:45][CH2:46][CH2:47][CH2:48][CH2:49][CH2:50][CH2:51][CH2:52][CH3:53])[CH2:14][O:15][CH2:16][CH2:17][CH2:18][CH2:19][CH2:20][CH2:21][CH2:22][CH2:23][CH2:24][CH2:25][CH2:26][CH2:27][CH2:28][CH2:29][CH2:30][CH2:31][CH2:32][CH3:33])[CH:8]=[CH:7][C:4]=1[CH:5]=[N:75][OH:76]. The yield is 0.850. (10) The reactants are [CH3:1][O:2][C:3]1[CH:15]=[CH:14][C:6]2[C:7]([CH2:10][C:11]([OH:13])=[O:12])=[CH:8][O:9][C:5]=2[CH:4]=1.B(Br)(Br)Br.Cl[CH2:21]Cl. No catalyst specified. The product is [CH3:1][O:2][C:3]1[CH:15]=[CH:14][C:6]2[C:7]([CH2:10][C:11]([O:13][CH3:21])=[O:12])=[CH:8][O:9][C:5]=2[CH:4]=1. The yield is 0.670.